Dataset: Reaction yield outcomes from USPTO patents with 853,638 reactions. Task: Predict the reaction yield, written as a fraction of the theoretical maximum amount of product (1.0 means a 100% yield; for example, 0.34 means a 34% yield). The reactants are [Cl:1][C:2]1[CH:3]=[C:4]([C:8]2[CH:9]=[C:10]([O:16]C)C(C#N)=[N:12][CH:13]=2)[CH:5]=[CH:6][CH:7]=1.Br.[OH-].[Na+].CCCCCC.[C:27]([O:30]CC)(=[O:29])[CH3:28]. No catalyst specified. The product is [Cl:1][C:2]1[CH:3]=[C:4]([C:8]2[CH:9]=[C:10]([OH:16])[C:28]([C:27]([OH:30])=[O:29])=[N:12][CH:13]=2)[CH:5]=[CH:6][CH:7]=1. The yield is 1.00.